Dataset: Catalyst prediction with 721,799 reactions and 888 catalyst types from USPTO. Task: Predict which catalyst facilitates the given reaction. Reactant: [Cl:1][C:2]1[CH:3]=[C:4]([C:12]2[O:16][N:15]=[C:14]([C:17]3[C:27]4[O:26][CH2:25][CH2:24][N:23]([C:28]([O:30][C:31]([CH3:34])([CH3:33])[CH3:32])=[O:29])[CH:22]([CH2:35][C:36]([O:38]CC)=[O:37])[C:21]=4[CH:20]=[CH:19][CH:18]=3)[N:13]=2)[CH:5]=[N:6][C:7]=1[O:8][CH:9]([CH3:11])[CH3:10].[OH-].[Na+]. Product: [Cl:1][C:2]1[CH:3]=[C:4]([C:12]2[O:16][N:15]=[C:14]([C:17]3[C:27]4[O:26][CH2:25][CH2:24][N:23]([C:28]([O:30][C:31]([CH3:32])([CH3:33])[CH3:34])=[O:29])[CH:22]([CH2:35][C:36]([OH:38])=[O:37])[C:21]=4[CH:20]=[CH:19][CH:18]=3)[N:13]=2)[CH:5]=[N:6][C:7]=1[O:8][CH:9]([CH3:11])[CH3:10]. The catalyst class is: 8.